From a dataset of Forward reaction prediction with 1.9M reactions from USPTO patents (1976-2016). Predict the product of the given reaction. (1) The product is: [CH3:16][C:17]1[CH:24]=[CH:23][C:20]([CH2:21][NH:22][S:2]([CH:5]2[CH2:8][N:7]([C:9]([O:11][C:12]([CH3:15])([CH3:14])[CH3:13])=[O:10])[CH2:6]2)(=[O:4])=[O:3])=[CH:19][CH:18]=1. Given the reactants Cl[S:2]([CH:5]1[CH2:8][N:7]([C:9]([O:11][C:12]([CH3:15])([CH3:14])[CH3:13])=[O:10])[CH2:6]1)(=[O:4])=[O:3].[CH3:16][C:17]1[CH:24]=[CH:23][C:20]([CH2:21][NH2:22])=[CH:19][CH:18]=1, predict the reaction product. (2) Given the reactants C([O:5][C:6]([N:8]1[CH2:13][CH2:12][N:11]([C:14]2[CH:19]=[N:18][C:17]([F:20])=[C:16]([O:21][CH2:22][C:23]3[CH:28]=[CH:27][CH:26]=[C:25]([Cl:29])[CH:24]=3)[N:15]=2)[CH2:10][CH2:9]1)=[O:7])(C)(C)C, predict the reaction product. The product is: [CH:6]([OH:7])=[O:5].[Cl:29][C:25]1[CH:24]=[C:23]([CH:28]=[CH:27][CH:26]=1)[CH2:22][O:21][C:16]1[N:15]=[C:14]([N:11]2[CH2:10][CH2:9][NH:8][CH2:13][CH2:12]2)[CH:19]=[N:18][C:17]=1[F:20]. (3) The product is: [F:1][C:2]1[CH:3]=[CH:4][C:5]([C:8]2[N:9]=[C:10]3[N:14]([CH:15]=2)[C:13]([CH3:16])=[C:12]([C:17]#[N:19])[S:11]3)=[CH:6][CH:7]=1. Given the reactants [F:1][C:2]1[CH:7]=[CH:6][C:5]([C:8]2[N:9]=[C:10]3[N:14]([CH:15]=2)[C:13]([CH3:16])=[C:12]([C:17]([NH2:19])=O)[S:11]3)=[CH:4][CH:3]=1.C(N(CC)CC)C.FC(F)(F)S(OS(C(F)(F)F)(=O)=O)(=O)=O, predict the reaction product. (4) The product is: [CH3:14][NH:15][C:2]1[CH:10]=[CH:9][C:5]([C:6]([OH:8])=[O:7])=[CH:4][C:3]=1[N+:11]([O-:13])=[O:12]. Given the reactants Cl[C:2]1[CH:10]=[CH:9][C:5]([C:6]([OH:8])=[O:7])=[CH:4][C:3]=1[N+:11]([O-:13])=[O:12].[CH3:14][NH2:15].Cl, predict the reaction product. (5) The product is: [CH3:14][O:13][C:7]1[CH:8]=[C:9]2[C:4](=[C:5]([O:17][CH3:18])[C:6]=1[O:15][CH3:16])[N:3]=[C:2]([N:25]1[CH2:30][CH2:29][O:28][CH2:27][CH2:26]1)[NH:11][C:10]2=[O:12]. Given the reactants Cl[C:2]1[NH:11][C:10](=[O:12])[C:9]2[C:4](=[C:5]([O:17][CH3:18])[C:6]([O:15][CH3:16])=[C:7]([O:13][CH3:14])[CH:8]=2)[N:3]=1.C([O-])([O-])=O.[Na+].[Na+].[NH:25]1[CH2:30][CH2:29][O:28][CH2:27][CH2:26]1, predict the reaction product. (6) The product is: [OH:9][CH2:8][C:4]1[CH:3]=[C:2]([NH:1][C:15](=[O:16])[O:14][C:11]([CH3:13])([CH3:12])[CH3:10])[CH:7]=[CH:6][CH:5]=1. Given the reactants [NH2:1][C:2]1[CH:3]=[C:4]([CH2:8][OH:9])[CH:5]=[CH:6][CH:7]=1.[CH3:10][C:11]([O:14][C:15](O[C:15]([O:14][C:11]([CH3:13])([CH3:12])[CH3:10])=[O:16])=[O:16])([CH3:13])[CH3:12].CCN(C(C)C)C(C)C.O, predict the reaction product.